From a dataset of Cav3 T-type calcium channel HTS with 100,875 compounds. Binary Classification. Given a drug SMILES string, predict its activity (active/inactive) in a high-throughput screening assay against a specified biological target. The result is 0 (inactive). The molecule is S=C(NC1CC2N(C(C1)CCC2)CC(C)C)NC.